From a dataset of Forward reaction prediction with 1.9M reactions from USPTO patents (1976-2016). Predict the product of the given reaction. (1) Given the reactants [CH2:1]([N:8]1[CH2:17][CH2:16][C:15]2[C:14](O)=[N:13][C:12]([C:19]([F:22])([F:21])[F:20])=[N:11][C:10]=2[CH2:9]1)[C:2]1[CH:7]=[CH:6][CH:5]=[CH:4][CH:3]=1.C1(P(Cl)([Cl:31])=O)C=CC=CC=1.C(=O)(O)[O-].[Na+].C, predict the reaction product. The product is: [CH2:1]([N:8]1[CH2:17][CH2:16][C:15]2[C:14]([Cl:31])=[N:13][C:12]([C:19]([F:22])([F:21])[F:20])=[N:11][C:10]=2[CH2:9]1)[C:2]1[CH:7]=[CH:6][CH:5]=[CH:4][CH:3]=1. (2) Given the reactants FC(F)(F)C(O)=O.O.[CH3:9][N:10]([CH3:38])[CH:11]1[CH2:15][CH2:14][N:13]([C:16]2[N:21]=[CH:20][C:19]([N:22]3[CH:27]=[CH:26][C:25]([CH2:28][O:29][Si](C(C)(C)C)(C)C)=[CH:24][C:23]3=[O:37])=[CH:18][CH:17]=2)[CH2:12]1, predict the reaction product. The product is: [CH3:9][N:10]([CH3:38])[CH:11]1[CH2:15][CH2:14][N:13]([C:16]2[N:21]=[CH:20][C:19]([N:22]3[CH:27]=[CH:26][C:25]([CH2:28][OH:29])=[CH:24][C:23]3=[O:37])=[CH:18][CH:17]=2)[CH2:12]1. (3) Given the reactants [Cl:1][C:2]1[C:10]([F:11])=[CH:9][CH:8]=[C:7]2[C:3]=1[CH2:4][CH2:5][C@@H:6]2[OH:12].[CH3:13][O:14][C:15](=[O:27])[CH2:16][C@H:17]1[C:21]2[CH:22]=[CH:23][C:24](O)=[CH:25][C:20]=2[O:19][CH2:18]1, predict the reaction product. The product is: [CH3:13][O:14][C:15](=[O:27])[CH2:16][C@H:17]1[C:21]2[CH:22]=[CH:23][C:24]([O:12][C@H:6]3[C:7]4[C:3](=[C:2]([Cl:1])[C:10]([F:11])=[CH:9][CH:8]=4)[CH2:4][CH2:5]3)=[CH:25][C:20]=2[O:19][CH2:18]1. (4) Given the reactants Cl[C:2]1[N:7]=[C:6]([NH:8][C:9]2[CH:14]=[CH:13][CH:12]=[C:11]([CH:15]([CH3:17])[CH3:16])[CH:10]=2)[N:5]=[C:4]([NH:18][CH2:19][C:20]2[CH:25]=[CH:24][CH:23]=[CH:22][N:21]=2)[N:3]=1.[F:26][C:27]([F:31])([F:30])[CH2:28][OH:29].C([O-])([O-])=O.[K+].[K+].CS(C)=O, predict the reaction product. The product is: [CH:15]([C:11]1[CH:10]=[C:9]([NH:8][C:6]2[N:5]=[C:4]([NH:18][CH2:19][C:20]3[CH:25]=[CH:24][CH:23]=[CH:22][N:21]=3)[N:3]=[C:2]([O:29][CH2:28][C:27]([F:31])([F:30])[F:26])[N:7]=2)[CH:14]=[CH:13][CH:12]=1)([CH3:17])[CH3:16]. (5) Given the reactants [Cl-:1].[Cl-].[Cl-].[O:4]=[V+3:5].[CH2:6]([OH:11])[C:7]([CH3:10])([CH3:9])[CH3:8].Cl, predict the reaction product. The product is: [Cl-:1].[CH2:6]([O:11][V+:5]([O:11][CH2:6][C:7]([CH3:10])([CH3:9])[CH3:8])=[O:4])[C:7]([CH3:10])([CH3:9])[CH3:8]. (6) Given the reactants [S:1]1[C:5]2[CH:6]=[CH:7][CH:8]=[C:9]([CH2:10][N:11]([CH2:44][CH:45](OCC)OCC)[C:12]([CH:14]([NH:27][C:28](=[O:43])[CH2:29][CH:30]([NH:32][C:33]([NH:35][CH2:36][C:37]3[CH:42]=[CH:41][CH:40]=[CH:39][CH:38]=3)=[O:34])[CH3:31])[CH2:15][C:16]3[CH:21]=[CH:20][C:19]([O:22]C(C)(C)C)=[CH:18][CH:17]=3)=[O:13])[C:4]=2[N:3]=[CH:2]1, predict the reaction product. The product is: [CH2:36]([NH:35][C:33]([N:32]1[CH:30]([CH3:31])[CH2:29][C:28](=[O:43])[N:27]2[CH:14]([CH2:15][C:16]3[CH:17]=[CH:18][C:19]([OH:22])=[CH:20][CH:21]=3)[C:12](=[O:13])[N:11]([CH2:10][C:9]3[C:4]4[N:3]=[CH:2][S:1][C:5]=4[CH:6]=[CH:7][CH:8]=3)[CH2:44][CH:45]12)=[O:34])[C:37]1[CH:42]=[CH:41][CH:40]=[CH:39][CH:38]=1. (7) Given the reactants [Cl:1][C:2]1[CH:24]=[C:23]([Cl:25])[CH:22]=[CH:21][C:3]=1[O:4][C:5]1[N:10]=[C:9]([C:11]2[CH:12]=[C:13]([CH:18]=[CH:19][CH:20]=2)[C:14]([O:16]C)=[O:15])[CH:8]=[CH:7][CH:6]=1, predict the reaction product. The product is: [Cl:1][C:2]1[CH:24]=[C:23]([Cl:25])[CH:22]=[CH:21][C:3]=1[O:4][C:5]1[N:10]=[C:9]([C:11]2[CH:12]=[C:13]([CH:18]=[CH:19][CH:20]=2)[C:14]([OH:16])=[O:15])[CH:8]=[CH:7][CH:6]=1.